From a dataset of Catalyst prediction with 721,799 reactions and 888 catalyst types from USPTO. Predict which catalyst facilitates the given reaction. (1) Reactant: [F:1][C:2]1[CH:7]=[CH:6][C:5]([F:8])=[CH:4][C:3]=1[S:9]([NH:12][C:13]1[CH:18]=[CH:17][CH:16]=[C:15]([C:19]2[C:23]([C:24]3[CH:29]=[CH:28][N:27]=[CH:26][CH:25]=3)=[CH:22][NH:21][N:20]=2)[C:14]=1[F:30])(=[O:11])=[O:10].[H-].[Na+].Cl.[C:34]([O:37][CH2:38][CH3:39])(=O)C. Product: [F:1][C:2]1[CH:7]=[CH:6][C:5]([F:8])=[CH:4][C:3]=1[S:9]([NH:12][C:13]1[CH:18]=[CH:17][CH:16]=[C:15]([C:19]2[C:23]([C:24]3[CH:29]=[CH:28][N:27]=[CH:26][CH:25]=3)=[CH:22][N:21]([CH:39]3[CH2:34][O:37][CH2:38]3)[N:20]=2)[C:14]=1[F:30])(=[O:10])=[O:11]. The catalyst class is: 18. (2) Reactant: [CH3:1][N:2]([CH3:34])[CH2:3][C@H:4]([NH:16][S:17]([C:20]1[S:21][C:22]([C:25]#[C:26][C:27]2[CH:28]=[C:29]([CH3:33])[CH:30]=[CH:31][CH:32]=2)=[CH:23][CH:24]=1)(=[O:19])=[O:18])[CH2:5][C:6]([O:8][CH2:9][C:10]1[CH:15]=[CH:14][CH:13]=[CH:12][CH:11]=1)=[O:7].[CH3:35][I:36]. Product: [I-:36].[CH2:9]([O:8][C:6](=[O:7])[CH2:5][C@@H:4]([NH:16][S:17]([C:20]1[S:21][C:22]([C:25]#[C:26][C:27]2[CH:28]=[C:29]([CH3:33])[CH:30]=[CH:31][CH:32]=2)=[CH:23][CH:24]=1)(=[O:18])=[O:19])[CH2:3][N+:2]([CH3:35])([CH3:1])[CH3:34])[C:10]1[CH:11]=[CH:12][CH:13]=[CH:14][CH:15]=1. The catalyst class is: 2. (3) Reactant: [CH:1]([Mg]Cl)([CH3:3])[CH3:2].[Br:6][C:7]1[CH:16]=[C:15]2[C:10]([C:11]([C:17]3[C:21]([C:22]4[CH:27]=[CH:26][CH:25]=[CH:24][N:23]=4)=[N:20][N:19]4[CH2:28][CH2:29][CH2:30][C:18]=34)=[CH:12][CH:13]=[N:14]2)=[CH:9][CH:8]=1.C(N(CC)CC)C.CS(Cl)(=O)=O. Product: [Br:6][C:7]1[CH:16]=[C:15]2[C:10]([C:11]([C:17]3[C:21]([C:22]4[CH:27]=[CH:26][CH:25]=[CH:24][N:23]=4)=[N:20][N:19]4[CH2:28][CH2:29][CH2:30][C:18]=34)=[CH:12][C:13]([CH:1]([CH3:3])[CH3:2])=[N:14]2)=[CH:9][CH:8]=1. The catalyst class is: 30. (4) Reactant: [NH:1]1[C:5]2[CH:6]=[CH:7][CH:8]=[CH:9][C:4]=2[N:3]=[C:2]1[C:10]1[N:14]=[C:13]([N:15]2[CH2:20][CH2:19][N:18]([C:21]([O:23][C:24]([CH3:27])([CH3:26])[CH3:25])=[O:22])[CH2:17][CH2:16]2)[O:12][N:11]=1.[OH-].[K+].[CH3:30]I. Product: [CH3:30][N:3]1[C:4]2[CH:9]=[CH:8][CH:7]=[CH:6][C:5]=2[N:1]=[C:2]1[C:10]1[N:14]=[C:13]([N:15]2[CH2:16][CH2:17][N:18]([C:21]([O:23][C:24]([CH3:27])([CH3:26])[CH3:25])=[O:22])[CH2:19][CH2:20]2)[O:12][N:11]=1. The catalyst class is: 21. (5) The catalyst class is: 8. Reactant: [CH3:1][C:2]1[N:6]2[C:7]3[CH:8]=[CH:9][C:10]([Cl:23])=[CH:11][C:12]=3[C:13]([C:16]3[CH:17]=[CH:18][CH:19]=[CH:20][C:21]=3[F:22])=[N:14][CH2:15][C:5]2=[CH:4][N:3]=1.[C:24]([OH:31])(=[O:30])/[CH:25]=[CH:26]\[C:27]([OH:29])=[O:28]. Product: [C:24]([OH:31])(=[O:30])/[CH:25]=[CH:26]\[C:27]([OH:29])=[O:28].[Cl:23][C:10]1[CH:9]=[CH:8][C:7]2[N:6]3[C:2]([CH3:1])=[N:3][CH:4]=[C:5]3[CH2:15][N:14]=[C:13]([C:16]3[CH:17]=[CH:18][CH:19]=[CH:20][C:21]=3[F:22])[C:12]=2[CH:11]=1. (6) Reactant: [C:1]1([P:7]([C:14]2[CH:19]=[CH:18][CH:17]=[CH:16][CH:15]=2)[C:8]2[CH:13]=[CH:12][CH:11]=[CH:10][CH:9]=2)[CH:6]=[CH:5][CH:4]=[CH:3][CH:2]=1.Br[CH2:21][C:22]1[S:23][CH:24]=[C:25]([C:27]2[CH:32]=[CH:31][C:30]([F:33])=[CH:29][CH:28]=2)[N:26]=1. Product: [F:33][C:30]1[CH:29]=[CH:28][C:27]([C:25]2[N:26]=[C:22]([CH:21]=[P:7]([C:1]3[CH:2]=[CH:3][CH:4]=[CH:5][CH:6]=3)([C:8]3[CH:13]=[CH:12][CH:11]=[CH:10][CH:9]=3)[C:14]3[CH:15]=[CH:16][CH:17]=[CH:18][CH:19]=3)[S:23][CH:24]=2)=[CH:32][CH:31]=1. The catalyst class is: 11. (7) Reactant: Cl.[NH2:2][C@H:3]([CH2:6][O:7][CH3:8])[CH2:4][OH:5].C([O-])([O-])=O.[K+].[K+].[Br:15][C:16]1[CH:17]=[C:18]([CH:23]=[CH:24][C:25]=1[CH2:26]Br)[C:19]([O:21][CH3:22])=[O:20]. Product: [Br:15][C:16]1[CH:17]=[C:18]([CH:23]=[CH:24][C:25]=1[CH2:26][NH:2][C@H:3]([CH2:6][O:7][CH3:8])[CH2:4][OH:5])[C:19]([O:21][CH3:22])=[O:20]. The catalyst class is: 23.